Dataset: Peptide-MHC class I binding affinity with 185,985 pairs from IEDB/IMGT. Task: Regression. Given a peptide amino acid sequence and an MHC pseudo amino acid sequence, predict their binding affinity value. This is MHC class I binding data. (1) The peptide sequence is KFLELKRGIY. The MHC is HLA-A03:01 with pseudo-sequence HLA-A03:01. The binding affinity (normalized) is 0.342. (2) The peptide sequence is STYQFSLMQ. The MHC is HLA-B39:01 with pseudo-sequence HLA-B39:01. The binding affinity (normalized) is 0.0847.